This data is from Peptide-MHC class I binding affinity with 185,985 pairs from IEDB/IMGT. The task is: Regression. Given a peptide amino acid sequence and an MHC pseudo amino acid sequence, predict their binding affinity value. This is MHC class I binding data. (1) The peptide sequence is SHGIDVTDL. The MHC is HLA-A29:02 with pseudo-sequence HLA-A29:02. The binding affinity (normalized) is 0.0847. (2) The peptide sequence is KFRRFTQAI. The MHC is HLA-B18:01 with pseudo-sequence HLA-B18:01. The binding affinity (normalized) is 0.0847. (3) The peptide sequence is KVGAGAFGL. The MHC is HLA-A02:02 with pseudo-sequence HLA-A02:02. The binding affinity (normalized) is 0.157. (4) The peptide sequence is ISTNIRQA. The MHC is HLA-B54:01 with pseudo-sequence HLA-B54:01. The binding affinity (normalized) is 0.412. (5) The peptide sequence is FMVFLQTHI. The MHC is HLA-B58:01 with pseudo-sequence HLA-B58:01. The binding affinity (normalized) is 0.663. (6) The peptide sequence is NGYRWQHQI. The MHC is HLA-A03:01 with pseudo-sequence HLA-A03:01. The binding affinity (normalized) is 0.